This data is from Reaction yield outcomes from USPTO patents with 853,638 reactions. The task is: Predict the reaction yield, written as a fraction of the theoretical maximum amount of product (1.0 means a 100% yield; for example, 0.34 means a 34% yield). (1) The reactants are [S:1](=[O:32])(=[O:31])([O:3][CH2:4][C@@H:5]1[C@@H:12]2[C@@H:8]([O:9]C(C)(C)[O:11]2)[C@H:7]([N:15]2[C:19]3[N:20]=[CH:21][N:22]=[C:23]([S:24][C:25]4[CH:30]=[CH:29][CH:28]=[CH:27][CH:26]=4)[C:18]=3[CH:17]=[CH:16]2)[CH2:6]1)[NH2:2]. The catalyst is FC(F)(F)C(O)=O.O. The product is [S:1](=[O:32])(=[O:31])([O:3][CH2:4][C@H:5]1[CH2:6][C@@H:7]([N:15]2[C:19]3[N:20]=[CH:21][N:22]=[C:23]([S:24][C:25]4[CH:30]=[CH:29][CH:28]=[CH:27][CH:26]=4)[C:18]=3[CH:17]=[CH:16]2)[C@H:8]([OH:9])[C@@H:12]1[OH:11])[NH2:2]. The yield is 0.570. (2) The reactants are [BH4-].[Na+].[C:3]([O:7][C:8]([NH:10][C@H:11]1[CH2:16][CH2:15][C@H:14]([CH:17]2[CH2:30][C:29]3[C:28]4[C:23](=[CH:24][CH:25]=[C:26]([O:31][CH3:32])[CH:27]=4)[N:22]=[CH:21][C:20]=3[O:19][CH:18]2[O:33]C(=O)C)[CH2:13][CH2:12]1)=[O:9])([CH3:6])([CH3:5])[CH3:4].Cl.ClCCl. The catalyst is C(O)C.CO. The product is [C:3]([O:7][C:8](=[O:9])[NH:10][C@H:11]1[CH2:12][CH2:13][C@H:14]([CH:17]([CH2:30][C:29]2[C:28]3[C:23](=[CH:24][CH:25]=[C:26]([O:31][CH3:32])[CH:27]=3)[N:22]=[CH:21][C:20]=2[OH:19])[CH2:18][OH:33])[CH2:15][CH2:16]1)([CH3:6])([CH3:4])[CH3:5]. The yield is 0.650. (3) The reactants are [Cl:1][C:2]1[N:7]=[C:6](Cl)[C:5]([N+:9]([O-:11])=[O:10])=[CH:4][N:3]=1.[CH2:12]([O:14][C:15]1[CH:20]=[CH:19][C:18]([NH2:21])=[CH:17][CH:16]=1)[CH3:13]. The catalyst is O1CCOCC1. The product is [Cl:1][C:2]1[N:7]=[C:6]([NH:21][C:18]2[CH:19]=[CH:20][C:15]([O:14][CH2:12][CH3:13])=[CH:16][CH:17]=2)[C:5]([N+:9]([O-:11])=[O:10])=[CH:4][N:3]=1. The yield is 0.660. (4) The reactants are Br[C:2]1[CH:24]=[CH:23][C:5]2[C:6]3[N:10]([CH2:11][CH2:12][O:13][C:4]=2[CH:3]=1)[CH:9]=[C:8]([C:14]1[N:15]([CH:20]([CH3:22])[CH3:21])[N:16]=[C:17]([CH3:19])[N:18]=1)[N:7]=3.[C:25]([O:29][C:30]([N:32]1[CH2:37][CH:36]=[C:35](B2OC(C)(C)C(C)(C)O2)[CH2:34][CH2:33]1)=[O:31])([CH3:28])([CH3:27])[CH3:26].C(Cl)Cl.C(=O)([O-])[O-].[K+].[K+]. The catalyst is CN(C=O)C.C(OCC)(=O)C.O. The product is [C:25]([O:29][C:30]([N:32]1[CH2:33][CH:34]=[C:35]([C:2]2[CH:24]=[CH:23][C:5]3[C:6]4[N:10]([CH2:11][CH2:12][O:13][C:4]=3[CH:3]=2)[CH:9]=[C:8]([C:14]2[N:15]([CH:20]([CH3:22])[CH3:21])[N:16]=[C:17]([CH3:19])[N:18]=2)[N:7]=4)[CH2:36][CH2:37]1)=[O:31])([CH3:28])([CH3:26])[CH3:27]. The yield is 0.990. (5) The reactants are [Na:1].COC1OCC(CO[C:12]2[CH:17]=[CH:16][N:15]=[C:14]([CH2:18][S:19]([C:21]3[NH:25][C:24]4[CH:26]=[CH:27][CH:28]=[CH:29][C:23]=4[N:22]=3)=[O:20])[C:13]=2[CH3:30])CO1.[CH2:31]([C:33]1([CH2:41][CH3:42])[O:38][CH2:37][CH:36]([CH2:39][OH:40])[CH2:35][O:34]1)[CH3:32]. No catalyst specified. The product is [Na:1].[CH2:41]([C:33]1([CH2:31][CH3:32])[O:34][CH2:35][CH:36]([CH2:39][O:40][C:12]2[CH:17]=[CH:16][N:15]=[C:14]([CH2:18][S:19]([C:21]3[NH:25][C:24]4[CH:26]=[CH:27][CH:28]=[CH:29][C:23]=4[N:22]=3)=[O:20])[C:13]=2[CH3:30])[CH2:37][O:38]1)[CH3:42]. The yield is 0.0970. (6) The reactants are Cl.[NH2:2][C:3]1[C:12]2[N:13]=[C:14]([CH2:40][CH2:41][O:42][CH3:43])[N:15]([CH2:16][CH2:17][CH2:18][N:19]([CH2:24][C:25]3[CH:26]=[C:27]([CH:36]=[C:37]([F:39])[CH:38]=3)[O:28][CH2:29][C:30]([O:32][CH:33]([CH3:35])[CH3:34])=[O:31])[C:20](=[O:23])[CH2:21]Cl)[C:11]=2[C:10]2[CH:9]=[CH:8][CH:7]=[CH:6][C:5]=2[N:4]=1.[CH2:44]([NH:46][CH2:47][CH3:48])[CH3:45]. No catalyst specified. The product is [NH2:2][C:3]1[C:12]2[N:13]=[C:14]([CH2:40][CH2:41][O:42][CH3:43])[N:15]([CH2:16][CH2:17][CH2:18][N:19]([CH2:24][C:25]3[CH:26]=[C:27]([CH:36]=[C:37]([F:39])[CH:38]=3)[O:28][CH2:29][C:30]([O:32][CH:33]([CH3:35])[CH3:34])=[O:31])[C:20](=[O:23])[CH2:21][N:46]([CH2:47][CH3:48])[CH2:44][CH3:45])[C:11]=2[C:10]2[CH:9]=[CH:8][CH:7]=[CH:6][C:5]=2[N:4]=1. The yield is 0.820.